Dataset: Peptide-MHC class II binding affinity with 134,281 pairs from IEDB. Task: Regression. Given a peptide amino acid sequence and an MHC pseudo amino acid sequence, predict their binding affinity value. This is MHC class II binding data. (1) The peptide sequence is MSSGSFINISV. The MHC is DRB1_0701 with pseudo-sequence DRB1_0701. The binding affinity (normalized) is 0. (2) The peptide sequence is LGAVYRYKKLKEMSA. The MHC is HLA-DQA10501-DQB10301 with pseudo-sequence HLA-DQA10501-DQB10301. The binding affinity (normalized) is 0.0537. (3) The MHC is DRB4_0103 with pseudo-sequence DRB4_0103. The binding affinity (normalized) is 0.344. The peptide sequence is IDGNCDGRGKSTRST. (4) The peptide sequence is HSLLDEGKQSLTKLA. The MHC is DRB1_0802 with pseudo-sequence DRB1_0802. The binding affinity (normalized) is 0.176. (5) The peptide sequence is AFASGFRAINPTMRQ. The MHC is HLA-DQA10101-DQB10501 with pseudo-sequence HLA-DQA10101-DQB10501. The binding affinity (normalized) is 0.176. (6) The peptide sequence is QFEEIRNLALQTLPAMCNVY. The MHC is DRB4_0101 with pseudo-sequence DRB4_0103. The binding affinity (normalized) is 0.642. (7) The peptide sequence is TRREAEDLQVGQVELG. The MHC is HLA-DQA10501-DQB10302 with pseudo-sequence HLA-DQA10501-DQB10302. The binding affinity (normalized) is 0.744. (8) The peptide sequence is KRHRLIGAVVLAVSV. The MHC is DRB3_0101 with pseudo-sequence DRB3_0101. The binding affinity (normalized) is 0.435. (9) The peptide sequence is FFKVAATAANAAPAN. The MHC is HLA-DPA10201-DPB11401 with pseudo-sequence HLA-DPA10201-DPB11401. The binding affinity (normalized) is 0.670.